From a dataset of Catalyst prediction with 721,799 reactions and 888 catalyst types from USPTO. Predict which catalyst facilitates the given reaction. (1) Reactant: [NH2:1][C:2]1[CH:3]=[CH:4][C:5]([O:19][C:20]2[CH:25]=[CH:24][CH:23]=[CH:22][CH:21]=2)=[C:6]([C:8]2[C:9]3[CH:18]=[CH:17][NH:16][C:10]=3[C:11](=[O:15])[N:12]([CH3:14])[CH:13]=2)[CH:7]=1.C(N(CC)CC)C.[F:33][C:34]([F:41])([F:40])[CH2:35][S:36](Cl)(=[O:38])=[O:37]. Product: [F:33][C:34]([F:41])([F:40])[CH2:35][S:36]([NH:1][C:2]1[CH:3]=[CH:4][C:5]([O:19][C:20]2[CH:21]=[CH:22][CH:23]=[CH:24][CH:25]=2)=[C:6]([C:8]2[C:9]3[CH:18]=[CH:17][NH:16][C:10]=3[C:11](=[O:15])[N:12]([CH3:14])[CH:13]=2)[CH:7]=1)(=[O:38])=[O:37]. The catalyst class is: 4. (2) Reactant: [Br:1][C:2]1[CH:3]=[CH:4][C:5]([OH:16])=[C:6]([C:8]([C:10]2[CH2:15][CH2:14][CH2:13][CH2:12][CH:11]=2)=[O:9])[CH:7]=1.[OH-].[Na+].Cl. Product: [Br:1][C:2]1[CH:7]=[C:6]2[C:5]([O:16][CH:15]3[CH:10]([C:8]2=[O:9])[CH2:11][CH2:12][CH2:13][CH2:14]3)=[CH:4][CH:3]=1. The catalyst class is: 6.